This data is from Reaction yield outcomes from USPTO patents with 853,638 reactions. The task is: Predict the reaction yield, written as a fraction of the theoretical maximum amount of product (1.0 means a 100% yield; for example, 0.34 means a 34% yield). (1) The reactants are [CH3:1][O:2][C:3](/[CH:5]=[CH:6]/[C:7]([O:9][CH2:10][C:11]([OH:13])=O)=[O:8])=[O:4].Cl.CN(C)CCCN=C=NCC.[CH3:26][N:27]1[CH2:32][CH2:31][NH:30][CH2:29][CH2:28]1. The catalyst is ClCCl.CN(C1C=CN=CC=1)C. The product is [C:3]([O:2][CH3:1])(=[O:4])/[CH:5]=[CH:6]/[C:7]([O:9][CH2:10][C:11]([N:30]1[CH2:31][CH2:32][N:27]([CH3:26])[CH2:28][CH2:29]1)=[O:13])=[O:8]. The yield is 0.130. (2) The reactants are [N:1]1([C:7]([C:9]2[CH:10]=[CH:11][C:12]([O:30][CH2:31][CH2:32][CH2:33][CH2:34][CH3:35])=[C:13]([CH:29]=2)[O:14][CH2:15][C:16]2[CH:17]=[C:18]([CH:26]=[CH:27][CH:28]=2)[C:19]([O:21]C(C)(C)C)=[O:20])=[O:8])[CH2:6][CH2:5][O:4][CH2:3][CH2:2]1.FC(F)(F)C(O)=O. The catalyst is ClCCl. The product is [N:1]1([C:7]([C:9]2[CH:10]=[CH:11][C:12]([O:30][CH2:31][CH2:32][CH2:33][CH2:34][CH3:35])=[C:13]([CH:29]=2)[O:14][CH2:15][C:16]2[CH:17]=[C:18]([CH:26]=[CH:27][CH:28]=2)[C:19]([OH:21])=[O:20])=[O:8])[CH2:6][CH2:5][O:4][CH2:3][CH2:2]1. The yield is 0.930. (3) The product is [C:1]([O:5][C:6]([N:8]1[CH2:13][CH2:12][N:11]([C:14]2[C:19]([C:27]3[CH:28]=[CH:29][C:24]([O:23][CH2:21][CH3:22])=[CH:25][CH:26]=3)=[N:18][CH:17]=[CH:16][N:15]=2)[CH2:10][CH2:9]1)=[O:7])([CH3:4])([CH3:3])[CH3:2]. The catalyst is O.C(#N)C.C([O-])(=O)C.[Pd+2].C([O-])(=O)C. The yield is 0.960. The reactants are [C:1]([O:5][C:6]([N:8]1[CH2:13][CH2:12][N:11]([C:14]2[C:19](Cl)=[N:18][CH:17]=[CH:16][N:15]=2)[CH2:10][CH2:9]1)=[O:7])([CH3:4])([CH3:3])[CH3:2].[CH2:21]([O:23][C:24]1[CH:29]=[CH:28][C:27](B(O)O)=[CH:26][CH:25]=1)[CH3:22].C1(P(C2C=CC=CC=2)C2C=CC=CC=2)C=CC=CC=1.C(=O)([O-])[O-].[Na+].[Na+]. (4) The reactants are [OH:1][CH:2]1[CH2:7][CH2:6][N:5]([C:8]([O:10][CH2:11][C:12]2[CH:17]=[CH:16][CH:15]=[CH:14][CH:13]=2)=[O:9])[CH2:4][CH2:3]1.[CH3:18][O:19][CH2:20][CH2:21]Br.[OH-].[Na+].O. The catalyst is C1(C)C=CC=CC=1.[Br-].C([N+](CCCC)(CCCC)CCCC)CCC. The product is [CH3:18][O:19][CH2:20][CH2:21][O:1][CH:2]1[CH2:3][CH2:4][N:5]([C:8]([O:10][CH2:11][C:12]2[CH:17]=[CH:16][CH:15]=[CH:14][CH:13]=2)=[O:9])[CH2:6][CH2:7]1. The yield is 0.210.